This data is from Catalyst prediction with 721,799 reactions and 888 catalyst types from USPTO. The task is: Predict which catalyst facilitates the given reaction. (1) Reactant: [NH2:1][C:2]1[CH:7]=[CH:6][CH:5]=[CH:4][C:3]=1[N:8]1[CH:12]=[CH:11][C:10]([C:13]([N:15]2[CH2:20][CH2:19][N:18]([C:21]([O:23][C:24]([CH3:27])([CH3:26])[CH3:25])=[O:22])[CH2:17][C@H:16]2[CH2:28][C:29]2[CH:34]=[CH:33][CH:32]=[CH:31][CH:30]=2)=[O:14])=[C:9]1[C:35]1[CH:40]=[CH:39][CH:38]=[CH:37][CH:36]=1.Br[CH2:42][CH2:43][CH2:44][O:45][CH3:46].C(=O)([O-])[O-].[Ca+2].C(=O)(O)[O-].[Na+]. Product: [CH2:28]([C@H:16]1[N:15]([C:13]([C:10]2[CH:11]=[CH:12][N:8]([C:3]3[CH:4]=[CH:5][CH:6]=[CH:7][C:2]=3[NH:1][CH2:42][CH2:43][CH2:44][O:45][CH3:46])[C:9]=2[C:35]2[CH:40]=[CH:39][CH:38]=[CH:37][CH:36]=2)=[O:14])[CH2:20][CH2:19][N:18]([C:21]([O:23][C:24]([CH3:26])([CH3:27])[CH3:25])=[O:22])[CH2:17]1)[C:29]1[CH:30]=[CH:31][CH:32]=[CH:33][CH:34]=1. The catalyst class is: 3. (2) Reactant: [OH:1][C:2]1[C:7]2[C:8](=[O:32])[NH:9][C:10]3[C:15]([C:6]=2[CH:5]=[CH:4][CH:3]=1)=[C:14]([NH:16][C:17]1[CH:22]=[CH:21][C:20](NC(=O)C2C=CC=CC=2)=[CH:19][CH:18]=1)[CH:13]=[CH:12][N:11]=3.[C:46]1(P([C:46]2[CH:51]=[CH:50][CH:49]=[CH:48][CH:47]=2)[C:46]2[CH:51]=[CH:50][CH:49]=[CH:48][CH:47]=2)[CH:51]=[CH:50][CH:49]=[CH:48][CH:47]=1.[CH3:65][CH:63]([O:62][C:60](/N=N/[C:60]([O:62][CH:63]([CH3:65])C)=O)=O)C. Product: [N:11]1([CH2:10][CH2:15][O:1][C:2]2[C:7]3[C:8](=[O:32])[NH:9][C:10]4[C:15]([C:6]=3[CH:5]=[CH:4][CH:3]=2)=[C:14]([NH:16][C:17]2[CH:18]=[CH:19][CH:20]=[CH:21][C:22]=2[C:49]2[CH:50]=[CH:51][C:46]([C:8]([NH2:9])=[O:32])=[CH:47][CH:48]=2)[CH:13]=[CH:12][N:11]=4)[CH2:12][CH2:60][O:62][CH2:63][CH2:65]1. The catalyst class is: 2.